Dataset: Catalyst prediction with 721,799 reactions and 888 catalyst types from USPTO. Task: Predict which catalyst facilitates the given reaction. Reactant: [CH:1]1([C:4]2[CH:12]=[N:11][CH:10]=[C:9]([F:13])[C:5]=2[C:6]([OH:8])=O)[CH2:3][CH2:2]1.CN(C(ON1N=NC2C=CC=NC1=2)=[N+](C)C)C.F[P-](F)(F)(F)(F)F.C(N(C(C)C)CC)(C)C.[NH:47]1[C:51]2[N:52]=[CH:53][CH:54]=[C:55]([C:56]([NH2:58])=[NH:57])[C:50]=2[CH:49]=[CH:48]1.C(O)(=O)C. Product: [CH:1]1([C:4]2[CH:12]=[N:11][CH:10]=[C:9]([F:13])[C:5]=2[C:6]([NH:58][C:56](=[NH:57])[C:55]2[CH:54]=[CH:53][N:52]=[C:51]3[NH:47][CH:48]=[CH:49][C:50]=23)=[O:8])[CH2:2][CH2:3]1. The catalyst class is: 18.